This data is from Forward reaction prediction with 1.9M reactions from USPTO patents (1976-2016). The task is: Predict the product of the given reaction. (1) The product is: [CH3:1][C:2]1[CH:3]=[CH:4][C:5]([N+:11]([O-:13])=[O:12])=[C:6]([CH:10]=1)[C:7]([NH2:15])=[O:8]. Given the reactants [CH3:1][C:2]1[CH:3]=[CH:4][C:5]([N+:11]([O-:13])=[O:12])=[C:6]([CH:10]=1)[C:7](O)=[O:8].C[N:15](C=O)C.C(Cl)(=O)C(Cl)=O.N, predict the reaction product. (2) Given the reactants Br[C:2]1[C:7]([NH:8][C:9]([C:11]2[CH2:12][N:13]([C:17](OC(C)(C)C)=O)[CH2:14][CH2:15][CH:16]=2)=[O:10])=[CH:6][CH:5]=[CH:4][N:3]=1.Br[C:25]1[C:30](N)=CC=CN=1.COC(C1CN(C(OC(C)(C)C)=O)CCC=1)=O.C[Al](C)C, predict the reaction product. The product is: [CH2:17]([N:13]1[CH2:14][CH2:15][CH2:16][C:11]2([C:2]3[C:7](=[CH:6][CH:5]=[CH:4][N:3]=3)[NH:8][C:9]2=[O:10])[CH2:12]1)[CH2:25][CH3:30]. (3) The product is: [ClH:27].[CH:19](/[C:2]1[N:6]2[N:7]=[C:8]([NH:11][CH2:12][C:13]3[CH:18]=[CH:17][CH:16]=[CH:15][N:14]=3)[CH:9]=[CH:10][C:5]2=[N:4][CH:3]=1)=[CH:20]\[CH2:21][CH2:22][CH3:23]. Given the reactants Br[C:2]1[N:6]2[N:7]=[C:8]([NH:11][CH2:12][C:13]3[CH:18]=[CH:17][CH:16]=[CH:15][N:14]=3)[CH:9]=[CH:10][C:5]2=[N:4][CH:3]=1.[CH:19](/B(O)O)=[CH:20]\[CH2:21][CH2:22][CH3:23].[ClH:27], predict the reaction product.